From a dataset of Forward reaction prediction with 1.9M reactions from USPTO patents (1976-2016). Predict the product of the given reaction. (1) Given the reactants [F:1][C:2]1[CH:7]=[C:6]([O:8]C)[CH:5]=[C:4]([F:10])[C:3]=1[CH2:11][CH2:12][C:13]([O:15][CH2:16][CH3:17])=[O:14].[Cl-].[Al+3].[Cl-].[Cl-].C(S)CCCCCCC, predict the reaction product. The product is: [F:1][C:2]1[CH:7]=[C:6]([OH:8])[CH:5]=[C:4]([F:10])[C:3]=1[CH2:11][CH2:12][C:13]([O:15][CH2:16][CH3:17])=[O:14]. (2) Given the reactants [F:1][C:2]1[CH:3]=[CH:4][C:5]([O:20][CH3:21])=[C:6]([C:8]([CH3:19])([CH3:18])[CH2:9][C:10]([OH:17])([C:13]([F:16])([F:15])[F:14])[CH:11]=O)[CH:7]=1.[NH2:22][C:23]1[CH:32]=[CH:31][CH:30]=[C:29]2[C:24]=1[CH:25]=[CH:26][N:27]=[CH:28]2, predict the reaction product. The product is: [F:1][C:2]1[CH:3]=[CH:4][C:5]([O:20][CH3:21])=[C:6]([C:8]([CH3:19])([CH3:18])[CH2:9][C:10]([C:13]([F:14])([F:15])[F:16])([OH:17])[CH:11]=[N:22][C:23]2[CH:32]=[CH:31][CH:30]=[C:29]3[C:24]=2[CH:25]=[CH:26][N:27]=[CH:28]3)[CH:7]=1.